Predict the product of the given reaction. From a dataset of Forward reaction prediction with 1.9M reactions from USPTO patents (1976-2016). (1) Given the reactants Br[CH2:2][C:3]1[CH:4]=[C:5]([CH:10]=[C:11]([C:13]([CH3:16])([CH3:15])[CH3:14])[CH:12]=1)[C:6]([O:8][CH3:9])=[O:7].[CH3:17][C:18]1([CH3:49])[O:23][C:22](=[O:24])[CH:21]([CH2:25][CH2:26][CH2:27][S:28][C:29]([C:42]2[CH:47]=[CH:46][CH:45]=[CH:44][CH:43]=2)([C:36]2[CH:41]=[CH:40][CH:39]=[CH:38][CH:37]=2)[C:30]2[CH:35]=[CH:34][CH:33]=[CH:32][CH:31]=2)[C:20](=[O:48])[O:19]1.C(=O)([O-])[O-].[K+].[K+], predict the reaction product. The product is: [C:13]([C:11]1[CH:12]=[C:3]([CH:4]=[C:5]([C:6]([O:8][CH3:9])=[O:7])[CH:10]=1)[CH2:2][C:21]1([CH2:25][CH2:26][CH2:27][S:28][C:29]([C:42]2[CH:47]=[CH:46][CH:45]=[CH:44][CH:43]=2)([C:36]2[CH:41]=[CH:40][CH:39]=[CH:38][CH:37]=2)[C:30]2[CH:31]=[CH:32][CH:33]=[CH:34][CH:35]=2)[C:22](=[O:24])[O:23][C:18]([CH3:49])([CH3:17])[O:19][C:20]1=[O:48])([CH3:16])([CH3:15])[CH3:14]. (2) Given the reactants [OH:1][CH2:2][CH2:3][CH2:4][C:5]1[C:13]2[C:8]3=[C:9]([O:14][CH2:15][CH2:16][N:7]3[C:6]=1[C:17]([O:19]C)=[O:18])[CH:10]=[CH:11][CH:12]=2.C1(O)C2C(=CC=CC=2)C=CC=1.[Cl:32][C:33]1[C:38]([CH3:39])=[CH:37][C:36](O)=[CH:35][C:34]=1[CH3:41], predict the reaction product. The product is: [Cl:32][C:33]1[C:38]([CH3:39])=[CH:37][C:36]([O:1][CH2:2][CH2:3][CH2:4][C:5]2[C:13]3[C:8]4=[C:9]([O:14][CH2:15][CH2:16][N:7]4[C:6]=2[C:17]([OH:19])=[O:18])[CH:10]=[CH:11][CH:12]=3)=[CH:35][C:34]=1[CH3:41]. (3) Given the reactants C(OC([N:8]1[CH2:13][CH2:12][CH:11]([CH2:14][N:15]2[CH:19]=[N:18][C:17]([C@:20]([CH:28]3[CH2:33][CH2:32][CH2:31][CH2:30][CH2:29]3)([OH:27])[C:21]3[CH:26]=[CH:25][CH:24]=[CH:23][CH:22]=3)=[N:16]2)[CH2:10][CH2:9]1)=O)(C)(C)C.Cl.CCOCC, predict the reaction product. The product is: [CH:28]1([C@@:20]([C:21]2[CH:26]=[CH:25][CH:24]=[CH:23][CH:22]=2)([C:17]2[N:18]=[CH:19][N:15]([CH2:14][CH:11]3[CH2:12][CH2:13][NH:8][CH2:9][CH2:10]3)[N:16]=2)[OH:27])[CH2:33][CH2:32][CH2:31][CH2:30][CH2:29]1. (4) The product is: [CH3:5][C:6]1[C:10]([CH2:11][N:12]2[CH:16]=[C:15]([C:17]([N:19]=[N+:20]=[N-:1])=[O:18])[CH:14]=[N:13]2)=[C:9]([CH3:21])[O:8][N:7]=1. Given the reactants [N:1]([O-])=O.[Na+].[CH3:5][C:6]1[C:10]([CH2:11][N:12]2[CH:16]=[C:15]([C:17]([NH:19][NH2:20])=[O:18])[CH:14]=[N:13]2)=[C:9]([CH3:21])[O:8][N:7]=1, predict the reaction product. (5) Given the reactants Cl[C:2]1[C:3]2[CH:10]=[CH:9][S:8][C:4]=2[N:5]=[CH:6][N:7]=1.[CH3:11][O:12][C:13]1[CH:14]=[C:15]([CH:17]=[C:18]([O:20][CH3:21])[CH:19]=1)[NH2:16], predict the reaction product. The product is: [CH3:21][O:20][C:18]1[CH:17]=[C:15]([NH:16][C:2]2[C:3]3[CH:10]=[CH:9][S:8][C:4]=3[N:5]=[CH:6][N:7]=2)[CH:14]=[C:13]([O:12][CH3:11])[CH:19]=1.